From a dataset of Merck oncology drug combination screen with 23,052 pairs across 39 cell lines. Regression. Given two drug SMILES strings and cell line genomic features, predict the synergy score measuring deviation from expected non-interaction effect. (1) Drug 1: COc1cccc2c1C(=O)c1c(O)c3c(c(O)c1C2=O)CC(O)(C(=O)CO)CC3OC1CC(N)C(O)C(C)O1. Drug 2: Cn1cc(-c2cnn3c(N)c(Br)c(C4CCCNC4)nc23)cn1. Cell line: OV90. Synergy scores: synergy=-1.59. (2) Drug 1: COc1cccc2c1C(=O)c1c(O)c3c(c(O)c1C2=O)CC(O)(C(=O)CO)CC3OC1CC(N)C(O)C(C)O1. Drug 2: CNC(=O)c1cc(Oc2ccc(NC(=O)Nc3ccc(Cl)c(C(F)(F)F)c3)cc2)ccn1. Cell line: COLO320DM. Synergy scores: synergy=-14.2. (3) Drug 1: COC12C(COC(N)=O)C3=C(C(=O)C(C)=C(N)C3=O)N1CC1NC12. Drug 2: CS(=O)(=O)CCNCc1ccc(-c2ccc3ncnc(Nc4ccc(OCc5cccc(F)c5)c(Cl)c4)c3c2)o1. Cell line: A375. Synergy scores: synergy=12.2. (4) Drug 1: CN1C(=O)C=CC2(C)C3CCC4(C)C(NC(=O)OCC(F)(F)F)CCC4C3CCC12. Drug 2: CCC1(O)C(=O)OCc2c1cc1n(c2=O)Cc2cc3c(CN(C)C)c(O)ccc3nc2-1. Cell line: LNCAP. Synergy scores: synergy=-142.